From a dataset of Reaction yield outcomes from USPTO patents with 853,638 reactions. Predict the reaction yield, written as a fraction of the theoretical maximum amount of product (1.0 means a 100% yield; for example, 0.34 means a 34% yield). (1) The reactants are [C:1]([O:5][C:6](=[O:18])[NH:7][C@H:8]([C:13]1[O:14][CH:15]=[CH:16][CH:17]=1)[C@@H:9]([CH3:12])[CH:10]=[O:11])([CH3:4])([CH3:3])[CH3:2].[BH4-].[Na+]. The catalyst is CO.CCOC(C)=O. The product is [C:1]([O:5][C:6](=[O:18])[NH:7][C@H:8]([C:13]1[O:14][CH:15]=[CH:16][CH:17]=1)[C@@H:9]([CH3:12])[CH2:10][OH:11])([CH3:2])([CH3:3])[CH3:4]. The yield is 0.200. (2) The reactants are [CH3:1][O:2][C:3]1[C:12]2[N:11]=[N:10][C:9]3=[C:13]([CH3:23])[N:14]=[C:15]([C:16]4[CH:21]=[CH:20][N:19]=[CH:18][C:17]=4[CH3:22])[N:8]3[C:7]=2[CH:6]=[C:5]([OH:24])[CH:4]=1.C(=O)([O-])[O-].[Cs+].[Cs+].Br[CH2:32][CH:33]1[CH2:35][CH2:34]1. The catalyst is CN(C=O)C.O.C(OCC)(=O)C. The product is [CH:33]1([CH2:32][O:24][C:5]2[CH:4]=[C:3]([O:2][CH3:1])[C:12]3[N:11]=[N:10][C:9]4=[C:13]([CH3:23])[N:14]=[C:15]([C:16]5[CH:21]=[CH:20][N:19]=[CH:18][C:17]=5[CH3:22])[N:8]4[C:7]=3[CH:6]=2)[CH2:35][CH2:34]1. The yield is 0.555. (3) The reactants are [CH:1](=[N:3][OH:4])[CH3:2].C(N(CC)CC)C.[C:12]([C:14]1[CH:19]=[C:18]([O:20][C:21]2[CH:26]=[CH:25][C:24]([NH2:27])=[C:23]([F:28])[CH:22]=2)[CH:17]=[CH:16][N:15]=1)#[CH:13].ClN1C(=O)CCC1=O. The catalyst is C1COCC1.CCOC(C)=O.O. The product is [F:28][C:23]1[CH:22]=[C:21]([O:20][C:18]2[CH:17]=[CH:16][N:15]=[C:14]([C:12]3[O:4][N:3]=[C:1]([CH3:2])[CH:13]=3)[CH:19]=2)[CH:26]=[CH:25][C:24]=1[NH2:27]. The yield is 0.230.